Dataset: Forward reaction prediction with 1.9M reactions from USPTO patents (1976-2016). Task: Predict the product of the given reaction. (1) Given the reactants [F:1][C:2]1[CH:3]=[C:4]([N:16]2[CH2:20][C@H:19]([CH2:21][NH:22][C:23](=[O:25])[CH3:24])[O:18][C:17]2=[O:26])[CH:5]=[CH:6][C:7]=1[N:8]1[CH2:13][CH2:12][CH:11]([CH2:14][OH:15])[CH2:10][CH2:9]1.O[C:28]1[CH:32]=[CH:31][O:30][N:29]=1.C1(P(C2C=CC=CC=2)C2C=CC=CC=2)C=CC=CC=1.CC(OC(/N=N/C(OC(C)C)=O)=O)C, predict the reaction product. The product is: [O:30]1[CH:31]=[CH:32][C:28]([O:15][CH2:14][CH:11]2[CH2:12][CH2:13][N:8]([C:7]3[CH:6]=[CH:5][C:4]([N:16]4[CH2:20][C@H:19]([CH2:21][NH:22][C:23](=[O:25])[CH3:24])[O:18][C:17]4=[O:26])=[CH:3][C:2]=3[F:1])[CH2:9][CH2:10]2)=[N:29]1. (2) Given the reactants [C:1](/[C:3](=[CH:9]\[C:10]1[CH:15]=[CH:14][CH:13]=[CH:12][CH:11]=1)/[C:4]([O:6][CH2:7][CH3:8])=[O:5])#[N:2], predict the reaction product. The product is: [NH2:2][CH2:1][CH:3]([CH2:9][C:10]1[CH:11]=[CH:12][CH:13]=[CH:14][CH:15]=1)[C:4]([O:6][CH2:7][CH3:8])=[O:5].